This data is from Full USPTO retrosynthesis dataset with 1.9M reactions from patents (1976-2016). The task is: Predict the reactants needed to synthesize the given product. Given the product [C:8]1([N:14]([CH:5]2[CH2:6][CH2:7][S:1](=[O:3])(=[O:2])[CH2:4]2)[NH2:15])[CH:13]=[CH:12][CH:11]=[CH:10][CH:9]=1, predict the reactants needed to synthesize it. The reactants are: [S:1]1([CH2:7][CH:6]=[CH:5][CH2:4]1)(=[O:3])=[O:2].[C:8]1([NH:14][NH2:15])[CH:13]=[CH:12][CH:11]=[CH:10][CH:9]=1.[OH-].[K+].